Dataset: Forward reaction prediction with 1.9M reactions from USPTO patents (1976-2016). Task: Predict the product of the given reaction. (1) Given the reactants [N+:1]([CH:4]1[CH:18]([C:19]2[CH:24]=[C:23]([F:25])[C:22]([F:26])=[CH:21][C:20]=2[F:27])[CH2:17][C:7]2[N:8]=[C:9]3[CH:14]=[C:13]([C:15]#[N:16])[CH:12]=[CH:11][N:10]3[C:6]=2[CH2:5]1)([O-])=O.[NH4+].[Cl-], predict the reaction product. The product is: [NH2:1][CH:4]1[CH:18]([C:19]2[CH:24]=[C:23]([F:25])[C:22]([F:26])=[CH:21][C:20]=2[F:27])[CH2:17][C:7]2[N:8]=[C:9]3[CH:14]=[C:13]([C:15]#[N:16])[CH:12]=[CH:11][N:10]3[C:6]=2[CH2:5]1. (2) Given the reactants [Cl:1][C:2]1[CH:10]=[C:9]([Cl:11])[CH:8]=[CH:7][C:3]=1[C:4](Cl)=[O:5].[N:12]1([C:18]2([CH2:28][NH2:29])[CH2:21][N:20]([S:22]([CH2:25][CH2:26][CH3:27])(=[O:24])=[O:23])[CH2:19]2)[CH2:17][CH2:16][O:15][CH2:14][CH2:13]1.C(N(CC)CC)C.C(O)(=O)C(O)=O, predict the reaction product. The product is: [Cl:1][C:2]1[CH:10]=[C:9]([Cl:11])[CH:8]=[CH:7][C:3]=1[C:4]([NH:29][CH2:28][C:18]1([N:12]2[CH2:17][CH2:16][O:15][CH2:14][CH2:13]2)[CH2:21][N:20]([S:22]([CH2:25][CH2:26][CH3:27])(=[O:24])=[O:23])[CH2:19]1)=[O:5]. (3) Given the reactants [CH3:1][O:2][CH:3]1[C:8]([O:11]C)(OC)[CH2:7][CH2:6][N:5]([C:13]([O-:15])=[O:14])[CH2:4]1.CO.Cl.O1CCO[CH2:21][CH2:20]1, predict the reaction product. The product is: [CH3:1][O:2][CH:3]1[C:8](=[O:11])[CH2:7][CH2:6][N:5]([C:13]([O:15][CH2:20][CH3:21])=[O:14])[CH2:4]1. (4) Given the reactants [CH3:1][O:2][C:3]1[CH:4]=[C:5]2[C:13](=[CH:14][CH:15]=1)[NH:12][C:11]1[C:10](=[O:16])[NH:9][CH:8]([CH2:17][CH2:18][C:19]([OH:21])=[O:20])[CH2:7][C:6]2=1.[CH2:22](OCC)C, predict the reaction product. The product is: [CH3:1][O:2][C:3]1[CH:4]=[C:5]2[C:13](=[CH:14][CH:15]=1)[NH:12][C:11]1[C:10](=[O:16])[NH:9][CH:8]([CH2:17][CH2:18][C:19]([O:21][CH3:22])=[O:20])[CH2:7][C:6]2=1.